The task is: Regression. Given a peptide amino acid sequence and an MHC pseudo amino acid sequence, predict their binding affinity value. This is MHC class I binding data.. This data is from Peptide-MHC class I binding affinity with 185,985 pairs from IEDB/IMGT. (1) The peptide sequence is IVYGRSNAI. The MHC is HLA-A68:02 with pseudo-sequence HLA-A68:02. The binding affinity (normalized) is 0.833. (2) The binding affinity (normalized) is 0.0827. The MHC is HLA-B51:01 with pseudo-sequence HLA-B51:01. The peptide sequence is NPFMIEGLM.